Task: Binary Classification. Given a miRNA mature sequence and a target amino acid sequence, predict their likelihood of interaction.. Dataset: Experimentally validated miRNA-target interactions with 360,000+ pairs, plus equal number of negative samples (1) Result: 1 (interaction). The miRNA is hsa-miR-335-5p with sequence UCAAGAGCAAUAACGAAAAAUGU. The protein sequence of the target gene is MSTRYHQAASDSYLELLKEATKRDLNLSDEDGMTPTLLAAYHGNLEALEIICSRGGDPDRCDIWGNTPLHFAASNGHAHCVSFLVNFGANIFALDNDLQTPLDAAASREQNECVALLDKAATAQNIMNPKKVTRLKEQAQKNARRQIKECERLQEKHQNKMAHTYSKEESGTLSSSKGTFSRSSPSNASAPGTFGSLSKGIKDTFKIKFKKNKDTAEQVGKEGRSGQRNVMEVFREEEEDSFSGDFKEKLQLSAEEDGSVHHESILNRPGLGSIVFRRNRISSPEDISDSKREFGFKLPS.... (2) The miRNA is hsa-miR-5707 with sequence ACGUUUGAAUGCUGUACAAGGC. The protein sequence of the target gene is MAKMEVKTSLLDNMIGVGDMVLLEPLNEETFINNLKKRFDHSEIYTYIGSVVISVNPYRSLPIYSPEKVEEYRNRNFYELSPHIFALSDEAYRSLRDQDKDQCILITGESGAGKTEASKLVMSYVAAVCGKGAEVNQVKEQLLQSNPVLEAFGNAKTVRNDNSSRFGKYMDIEFDFKGDPLGGVISNYLLEKSRVVKQPRGERNFHVFYQLLSGASEELLNKLKLERDFSRYNYLSLDSAKVNGVDDAANFRTVRNAMQIVGFMDHEAESVLAVVAAVLKLGNIEFKPESRVNGLDESKI.... Result: 0 (no interaction). (3) The miRNA is hsa-miR-1910-3p with sequence GAGGCAGAAGCAGGAUGACA. The protein sequence of the target gene is MAAGLARLLLLLGLSAGGPAPAGAAKMKVVEEPNAFGVNNPFLPQASRLQAKRDPSPVSGPVHLFRLSGKCFSLVESTYKYEFCPFHNVTQHEQTFRWNAYSGILGIWHEWEIANNTFTGMWMRDGDACRSRSRQSKVELACGKSNRLAHVSEPSTCVYALTFETPLVCHPHALLVYPTLPEALQRQWDQVEQDLADELITPQGHEKLLRTLFEDAGYLKTPEENEPTQLEGGPDSLGFETLENCRKAHKELSKEIKRLKGLLTQHGIPYTRPTETSNLEHLGHETPRAKSPEQLRGDPG.... Result: 1 (interaction).